Predict the reaction yield, written as a fraction of the theoretical maximum amount of product (1.0 means a 100% yield; for example, 0.34 means a 34% yield). From a dataset of Reaction yield outcomes from USPTO patents with 853,638 reactions. (1) The reactants are [CH3:1][O:2][C:3]([C:5]1[C:10]([CH:11]=[CH2:12])=[C:9]([NH2:13])[N:8]=[C:7](Cl)[N:6]=1)=[O:4].[Cl:15][C:16]1[CH:21]=[CH:20][C:19](B2OC(C)(C)C(C)(C)O2)=[C:18]([F:31])[C:17]=1[F:32].[F-].[Cs+]. The catalyst is COCCOC.O.C(OCC)(=O)C.Cl[Pd](Cl)([P](C1C=CC=CC=1)(C1C=CC=CC=1)C1C=CC=CC=1)[P](C1C=CC=CC=1)(C1C=CC=CC=1)C1C=CC=CC=1. The product is [CH3:1][O:2][C:3]([C:5]1[C:10]([CH:11]=[CH2:12])=[C:9]([NH2:13])[N:8]=[C:7]([C:19]2[CH:20]=[CH:21][C:16]([Cl:15])=[C:17]([F:32])[C:18]=2[F:31])[N:6]=1)=[O:4]. The yield is 0.367. (2) The reactants are [N+:1]([C:4]1[CH:9]=[CH:8][C:7]([SH:10])=[CH:6][CH:5]=1)([O-:3])=[O:2].[CH3:11][C:12]1[CH:13]=[C:14]([CH:17]=[C:18]([CH3:20])[CH:19]=1)[CH2:15]O.C1(P(C2C=CC=CC=2)C2C=CC=CC=2)C=CC=CC=1.N(C(OCC)=O)=NC(OCC)=O. The catalyst is O1CCCC1.C(OCC)(=O)C. The product is [CH3:11][C:12]1[CH:19]=[C:18]([CH:17]=[C:14]([CH3:15])[CH:13]=1)[CH2:20][S:10][C:7]1[CH:8]=[CH:9][C:4]([N+:1]([O-:3])=[O:2])=[CH:5][CH:6]=1. The yield is 0.500. (3) The reactants are [Cl:1][C:2]1[CH:35]=[CH:34][C:5]([C:6]([N:8]2[CH2:13][CH2:12][N:11]([CH:14]3[CH2:18][N:17]([C:19]4[CH:24]=[CH:23][C:22]([Cl:25])=[CH:21][C:20]=4[NH:26][C:27]([NH2:29])=[O:28])[CH2:16][CH:15]3[O:30]C(=O)C)[CH2:10][CH2:9]2)=[O:7])=[CH:4][CH:3]=1.C([O-])([O-])=O.[K+].[K+]. The catalyst is CO. The product is [Cl:25][C:22]1[CH:23]=[CH:24][C:19]([N:17]2[CH2:16][CH:15]([OH:30])[CH:14]([N:11]3[CH2:12][CH2:13][N:8]([C:6](=[O:7])[C:5]4[CH:34]=[CH:35][C:2]([Cl:1])=[CH:3][CH:4]=4)[CH2:9][CH2:10]3)[CH2:18]2)=[C:20]([NH:26][C:27]([NH2:29])=[O:28])[CH:21]=1. The yield is 0.500. (4) The reactants are [NH2:1][C:2]1[C:11]2[C:6](=[C:7](Br)[CH:8]=[CH:9][CH:10]=2)[N:5]=[N:4][C:3]=1[C:13]([NH:15][CH2:16][CH3:17])=[O:14].[CH3:18][O:19][C:20]1[CH:25]=[CH:24][C:23]([O:26][CH3:27])=[CH:22][C:21]=1B(O)O. No catalyst specified. The product is [NH2:1][C:2]1[C:11]2[C:6](=[C:7]([C:24]3[CH:25]=[C:20]([O:19][CH3:18])[CH:21]=[CH:22][C:23]=3[O:26][CH3:27])[CH:8]=[CH:9][CH:10]=2)[N:5]=[N:4][C:3]=1[C:13]([NH:15][CH2:16][CH3:17])=[O:14]. The yield is 0.540. (5) The reactants are Cl[CH2:2][C:3]([N:5]1[C:14]2[C:9](=[CH:10][CH:11]=[CH:12][CH:13]=2)[CH2:8][CH2:7][CH2:6]1)=[O:4].[C:15]1([C:21]2[N:22]=[C:23]([SH:32])[O:24][C:25]=2[C:26]2[CH:31]=[CH:30][CH:29]=[CH:28][CH:27]=2)[CH:20]=[CH:19][CH:18]=[CH:17][CH:16]=1. No catalyst specified. The product is [N:5]1([C:3](=[O:4])[CH2:2][S:32][C:23]2[O:24][C:25]([C:26]3[CH:27]=[CH:28][CH:29]=[CH:30][CH:31]=3)=[C:21]([C:15]3[CH:20]=[CH:19][CH:18]=[CH:17][CH:16]=3)[N:22]=2)[C:14]2[C:9](=[CH:10][CH:11]=[CH:12][CH:13]=2)[CH2:8][CH2:7][CH2:6]1. The yield is 0.400. (6) The reactants are C([C:4]1[C:13]([N+:14]([O-:16])=[O:15])=[CH:12][CH:11]=[CH:10][C:5]=1[C:6]([O:8][CH3:9])=[O:7])(O)=O.C1(P(N=[N+]=[N-])(C2C=CC=CC=2)=[O:24])C=CC=CC=1.C([N:36]([CH2:39]C)CC)C.[C:41]([OH:45])([CH3:44])([CH3:43])[CH3:42]. The catalyst is CN(C)C=O. The product is [C:41]([O:45][C:39]([NH:36][C:4]1[C:13]([N+:14]([O-:16])=[O:15])=[CH:12][CH:11]=[CH:10][C:5]=1[C:6]([O:8][CH3:9])=[O:7])=[O:24])([CH3:44])([CH3:43])[CH3:42]. The yield is 0.867.